Dataset: Forward reaction prediction with 1.9M reactions from USPTO patents (1976-2016). Task: Predict the product of the given reaction. (1) The product is: [CH3:35][C:34]1[CH:36]=[CH:37][C:31]([S:28]([O:1][CH2:2][CH2:3][CH2:4][CH2:5][CH2:6][O:7][CH2:8][CH2:9][CH2:10][NH:11][C:12](=[O:18])[O:13][C:14]([CH3:15])([CH3:17])[CH3:16])(=[O:30])=[O:29])=[CH:32][CH:33]=1. Given the reactants [OH:1][CH2:2][CH2:3][CH2:4][CH2:5][CH2:6][O:7][CH2:8][CH2:9][CH2:10][NH:11][C:12](=[O:18])[O:13][C:14]([CH3:17])([CH3:16])[CH3:15].CCN(C(C)C)C(C)C.[S:28](Cl)([C:31]1[CH:37]=[CH:36][C:34]([CH3:35])=[CH:33][CH:32]=1)(=[O:30])=[O:29], predict the reaction product. (2) The product is: [Cl:10][C:7]1[CH:8]=[CH:9][C:4]([C:3]([N:14]([O:15][CH3:16])[CH3:13])=[O:11])=[CH:5][N:6]=1. Given the reactants CO[C:3](=[O:11])[C:4]1[CH:9]=[CH:8][C:7]([Cl:10])=[N:6][CH:5]=1.Cl.[CH3:13][NH:14][O:15][CH3:16].C([Mg]Cl)(C)C, predict the reaction product. (3) Given the reactants O.[NH2:2][NH2:3].[F:4][C:5]1[CH:6]=[C:7]2[C:11](=[CH:12][CH:13]=1)[NH:10][C:9](=[O:14])[C:8]2=O, predict the reaction product. The product is: [NH2:10][C:11]1[CH:12]=[CH:13][C:5]([F:4])=[CH:6][C:7]=1[CH2:8][C:9]([NH:2][NH2:3])=[O:14]. (4) Given the reactants CC1(C)C(C)(C)OB([C:9]2[CH:18]=[C:17]3[C:12]([CH:13]=[C:14]([NH:19][C:20]([CH:22]4[CH2:24][CH2:23]4)=[O:21])[N:15]=[CH:16]3)=[CH:11][CH:10]=2)O1.[Br:26][C:27]1[CH:32]=[C:31]([CH3:33])[C:30](I)=[CH:29][C:28]=1[F:35], predict the reaction product. The product is: [Br:26][C:27]1[C:28]([F:35])=[CH:29][C:30]([C:9]2[CH:18]=[C:17]3[C:12]([CH:13]=[C:14]([NH:19][C:20]([CH:22]4[CH2:23][CH2:24]4)=[O:21])[N:15]=[CH:16]3)=[CH:11][CH:10]=2)=[C:31]([CH3:33])[CH:32]=1. (5) Given the reactants Br[C:2]1[CH:7]=[CH:6][C:5]([C:8]2[CH2:13][CH2:12][CH:11]([CH2:14][CH2:15][CH3:16])[CH2:10][CH:9]=2)=[CH:4][CH:3]=1.[Cl:17][C:18]1[C:19]([F:30])=[C:20](B(O)O)[CH:21]=[CH:22][C:23]=1[O:24][CH2:25][CH3:26].C(=O)([O-])[O-].[K+].[K+].CC(O)C, predict the reaction product. The product is: [Cl:17][C:18]1[C:19]([F:30])=[C:20]([C:2]2[CH:3]=[CH:4][C:5]([C:8]3[CH2:13][CH2:12][CH:11]([CH2:14][CH2:15][CH3:16])[CH2:10][CH:9]=3)=[CH:6][CH:7]=2)[CH:21]=[CH:22][C:23]=1[O:24][CH2:25][CH3:26]. (6) Given the reactants N1(O[C:11]2[C:12]3[N:13]=[CH:14][N:15]([C:38]=3[N:39]=[CH:40][N:41]=2)[C@@H:16]2[O:37][C@H:27]([CH2:28][O:29][Si:30]([C:33]([CH3:36])([CH3:35])[CH3:34])([CH3:32])[CH3:31])[C@@H:18]([O:19][Si:20]([C:23]([CH3:26])([CH3:25])[CH3:24])([CH3:22])[CH3:21])[CH2:17]2)C2C=CC=CC=2N=N1.[CH2:42]([NH2:49])[C:43]1[CH:48]=[CH:47][CH:46]=[CH:45][CH:44]=1.C([O-])([O-])=O.[Cs+].[Cs+], predict the reaction product. The product is: [Si:20]([O:19][C@@H:18]1[C@@H:27]([CH2:28][O:29][Si:30]([C:33]([CH3:35])([CH3:36])[CH3:34])([CH3:31])[CH3:32])[O:37][C@@H:16]([N:15]2[C:38]3[N:39]=[CH:40][N:41]=[C:11]([NH:49][CH2:42][C:43]4[CH:48]=[CH:47][CH:46]=[CH:45][CH:44]=4)[C:12]=3[N:13]=[CH:14]2)[CH2:17]1)([C:23]([CH3:25])([CH3:26])[CH3:24])([CH3:22])[CH3:21]. (7) The product is: [C:1]([O:5][C:6]([NH:8][CH2:9][C:10]1[C:29]([C:30]2[CH:35]=[CH:34][C:33]([CH3:36])=[CH:32][CH:31]=2)=[C:14]([C:15]([O:17][CH2:18][C:19]([OH:21])=[O:20])=[O:16])[C:13]([CH3:37])=[N:12][C:11]=1[CH2:38][CH:39]([CH3:40])[CH3:41])=[O:7])([CH3:2])([CH3:3])[CH3:4]. Given the reactants [C:1]([O:5][C:6]([NH:8][CH2:9][C:10]1[C:11]([CH2:38][CH:39]([CH3:41])[CH3:40])=[N:12][C:13]([CH3:37])=[C:14]([C:29]=1[C:30]1[CH:35]=[CH:34][C:33]([CH3:36])=[CH:32][CH:31]=1)[C:15]([O:17][CH2:18][C:19]([O:21]CC1C=CC=CC=1)=[O:20])=[O:16])=[O:7])([CH3:4])([CH3:3])[CH3:2], predict the reaction product. (8) The product is: [CH3:12][C:13]1[CH:22]=[C:21]([CH2:23][O:24][C:25]2[CH:30]=[CH:29][C:28]([S:31]([NH:1][C@@H:2]3[CH2:7][CH2:6][CH2:5][CH2:4][C@H:3]3[C:8]([OH:10])=[O:9])(=[O:33])=[O:32])=[CH:27][CH:26]=2)[C:20]2[C:15](=[CH:16][CH:17]=[CH:18][CH:19]=2)[N:14]=1. Given the reactants [NH2:1][C@@H:2]1[CH2:7][CH2:6][CH2:5][CH2:4][C@H:3]1[C:8]([OH:10])=[O:9].Cl.[CH3:12][C:13]1[CH:22]=[C:21]([CH2:23][O:24][C:25]2[CH:30]=[CH:29][C:28]([S:31](Cl)(=[O:33])=[O:32])=[CH:27][CH:26]=2)[C:20]2[C:15](=[CH:16][CH:17]=[CH:18][CH:19]=2)[N:14]=1, predict the reaction product.